This data is from Forward reaction prediction with 1.9M reactions from USPTO patents (1976-2016). The task is: Predict the product of the given reaction. (1) Given the reactants [CH2:1]([O:8][C:9]1[CH:30]=[CH:29][C:12]([O:13][CH2:14][CH:15]([OH:28])[CH2:16][N:17]2[C:25]3[C:20](=[CH:21][C:22]([C:26]#[N:27])=[CH:23][CH:24]=3)[CH:19]=[CH:18]2)=[CH:11][CH:10]=1)[CH2:2][CH2:3][CH2:4][CH2:5][CH2:6][CH3:7].[OH-:31].[K+], predict the reaction product. The product is: [CH2:1]([O:8][C:9]1[CH:10]=[CH:11][C:12]([O:13][CH2:14][CH:15]([OH:28])[CH2:16][N:17]2[C:25]3[C:20](=[CH:21][C:22]([C:26]([NH2:27])=[O:31])=[CH:23][CH:24]=3)[CH:19]=[CH:18]2)=[CH:29][CH:30]=1)[CH2:2][CH2:3][CH2:4][CH2:5][CH2:6][CH3:7]. (2) Given the reactants [F:1][C:2]1[CH:7]=[C:6]([S:8]([CH3:11])(=[O:10])=[O:9])[CH:5]=[CH:4][C:3]=1[C:12]1[CH:17]=[CH:16][C:15]([OH:18])=[CH:14][CH:13]=1.[C:19]([N:26]1[CH2:31][CH2:30][CH:29]([CH2:32]O)[CH2:28][CH2:27]1)([O:21][C:22]([CH3:25])([CH3:24])[CH3:23])=[O:20].C1C=CC(P(C2C=CC=CC=2)C2C=CC=CC=2)=CC=1.N(C(OC(C)C)=O)=NC(OC(C)C)=O, predict the reaction product. The product is: [F:1][C:2]1[CH:7]=[C:6]([S:8]([CH3:11])(=[O:9])=[O:10])[CH:5]=[CH:4][C:3]=1[C:12]1[CH:17]=[CH:16][C:15]([O:18][CH2:32][CH:29]2[CH2:30][CH2:31][N:26]([C:19]([O:21][C:22]([CH3:23])([CH3:25])[CH3:24])=[O:20])[CH2:27][CH2:28]2)=[CH:14][CH:13]=1. (3) Given the reactants [CH2:1]([O:3][C:4](=[O:16])[CH2:5][N:6]1[C:14]2[C:9](=[CH:10][CH:11]=[C:12]([OH:15])[CH:13]=2)[CH:8]=[CH:7]1)[CH3:2].[CH3:17][N:18]1[C:22]([CH2:23]O)=[CH:21][C:20]([C:25]2[CH:30]=[CH:29][C:28]([O:31][C:32]([F:35])([F:34])[F:33])=[CH:27][CH:26]=2)=[N:19]1.CN(C)C(N=NC(N(C)C)=O)=O.C(P(CCCC)CCCC)CCC, predict the reaction product. The product is: [CH2:1]([O:3][C:4](=[O:16])[CH2:5][N:6]1[C:14]2[C:9](=[CH:10][CH:11]=[C:12]([O:15][CH2:23][C:22]3[N:18]([CH3:17])[N:19]=[C:20]([C:25]4[CH:26]=[CH:27][C:28]([O:31][C:32]([F:34])([F:33])[F:35])=[CH:29][CH:30]=4)[CH:21]=3)[CH:13]=2)[CH:8]=[CH:7]1)[CH3:2]. (4) The product is: [B:14]([OH:19])([OH:15])[C:2]1[CH:3]=[CH:4][C:5]([Cl:8])=[N:6][CH:7]=1. Given the reactants Br[C:2]1[CH:3]=[CH:4][C:5]([Cl:8])=[N:6][CH:7]=1.[Li]CCCC.[B:14](OC(C)C)([O:19]C(C)C)[O:15]C(C)C.Cl, predict the reaction product. (5) Given the reactants [C:1]([NH:4]/[C:5](=[CH:16]/[C:17]1[CH:22]=[CH:21][C:20]([NH2:23])=[C:19]([CH2:24][CH3:25])[CH:18]=1)/[C:6]([O:8]CC1C=CC=CC=1)=[O:7])(=[O:3])[CH3:2], predict the reaction product. The product is: [C:1]([NH:4][C@H:5]([C:6]([OH:8])=[O:7])[CH2:16][C:17]1[CH:22]=[CH:21][C:20]([NH2:23])=[C:19]([CH2:24][CH3:25])[CH:18]=1)(=[O:3])[CH3:2]. (6) The product is: [F:1][C:2]([F:17])([F:16])[C:3]1[CH:11]=[CH:10][CH:9]=[C:8]([C:12]([F:15])([F:14])[F:13])[C:4]=1[C:5]([N:24]=[N+:25]=[N-:26])=[O:6]. Given the reactants [F:1][C:2]([F:17])([F:16])[C:3]1[CH:11]=[CH:10][CH:9]=[C:8]([C:12]([F:15])([F:14])[F:13])[C:4]=1[C:5](O)=[O:6].P(Cl)(Cl)(Cl)(Cl)Cl.[N-:24]=[N+:25]=[N-:26].[Na+], predict the reaction product. (7) Given the reactants [Cl:1][C:2]1[N:7]=[CH:6][C:5]([C:8]2[C:9](=[O:19])[NH:10][C:11](=[O:18])[N:12]([CH2:14][CH2:15][CH:16]=O)[CH:13]=2)=[CH:4][CH:3]=1.[F:20][C:21]([F:35])([F:34])[C:22]1[CH:27]=[CH:26][C:25]([C@:28]23[CH2:33][C@H:32]2[CH2:31][NH:30][CH2:29]3)=[CH:24][CH:23]=1.[BH-](OC(C)=O)(OC(C)=O)OC(C)=O.[Na+].[OH-].[Na+], predict the reaction product. The product is: [Cl:1][C:2]1[N:7]=[CH:6][C:5]([C:8]2[C:9](=[O:19])[NH:10][C:11](=[O:18])[N:12]([CH2:14][CH2:15][CH2:16][N:30]3[CH2:31][C@H:32]4[C@:28]([C:25]5[CH:24]=[CH:23][C:22]([C:21]([F:20])([F:35])[F:34])=[CH:27][CH:26]=5)([CH2:33]4)[CH2:29]3)[CH:13]=2)=[CH:4][CH:3]=1. (8) Given the reactants [CH3:1][O:2][C:3](=[O:12])[C:4]1[CH:9]=[CH:8][C:7]([Cl:10])=[N:6][C:5]=1Cl.C[O-].[Na+].[C:16](=O)(O)[O-:17].[Na+].O, predict the reaction product. The product is: [Cl:10][C:7]1[CH:8]=[CH:9][C:4]([C:3]([O:2][CH3:1])=[O:12])=[C:5]([O:17][CH3:16])[N:6]=1. (9) The product is: [Cl:37][C:38]1[N:42]2[CH:43]=[C:44]([CH:51]3[CH2:53][CH2:52]3)[CH:45]=[C:46]([C:47]([F:49])([F:48])[F:50])[C:41]2=[N:40][C:39]=1[C:54]([N:16]1[CH2:17][CH2:18][C@H:19]([N:20]2[CH2:24][CH2:23][CH2:22][C:21]2=[O:25])[C@H:14]([O:13][Si:12]([C:9]([CH3:8])([CH3:10])[CH3:11])([CH3:27])[CH3:26])[CH2:15]1)=[O:55]. Given the reactants OC(C(F)(F)F)=O.[CH3:8][C:9]([Si:12]([CH3:27])([CH3:26])[O:13][C@H:14]1[C@@H:19]([N:20]2[CH2:24][CH2:23][CH2:22][C:21]2=[O:25])[CH2:18][CH2:17][NH:16][CH2:15]1)([CH3:11])[CH3:10].CCN(C(C)C)C(C)C.[Cl:37][C:38]1[N:42]2[CH:43]=[C:44]([CH:51]3[CH2:53][CH2:52]3)[CH:45]=[C:46]([C:47]([F:50])([F:49])[F:48])[C:41]2=[N:40][C:39]=1[C:54](O)=[O:55].CN(C(ON1N=NC2C=CC=NC1=2)=[N+](C)C)C.F[P-](F)(F)(F)(F)F, predict the reaction product. (10) The product is: [CH3:1][N:2]([C:19]([F:35])([F:34])[C:20]1[CH:25]=[CH:24][C:23]([C:26]2[CH:31]=[CH:30][C:29]([CH2:32][SH:38])=[CH:28][CH:27]=2)=[CH:22][CH:21]=1)[S:3]([C:6]([F:18])([F:17])[C:7]([F:16])([F:15])[C:8]([F:14])([F:13])[C:9]([F:12])([F:11])[F:10])(=[O:5])=[O:4]. Given the reactants [CH3:1][N:2]([C:19]([F:35])([F:34])[C:20]1[CH:25]=[CH:24][C:23]([C:26]2[CH:31]=[CH:30][C:29]([CH2:32]Cl)=[CH:28][CH:27]=2)=[CH:22][CH:21]=1)[S:3]([C:6]([F:18])([F:17])[C:7]([F:16])([F:15])[C:8]([F:14])([F:13])[C:9]([F:12])([F:11])[F:10])(=[O:5])=[O:4].NC(N)=[S:38].[OH-].[Na+].Cl, predict the reaction product.